Dataset: Forward reaction prediction with 1.9M reactions from USPTO patents (1976-2016). Task: Predict the product of the given reaction. Given the reactants [CH2:1]([O:3][C:4]([C:6]1[C:10]2[CH:11]=[CH:12][C:13]([O:15]C)=[CH:14][C:9]=2[O:8][CH:7]=1)=[O:5])[CH3:2].B(Br)(Br)Br, predict the reaction product. The product is: [CH2:1]([O:3][C:4]([C:6]1[C:10]2[CH:11]=[CH:12][C:13]([OH:15])=[CH:14][C:9]=2[O:8][CH:7]=1)=[O:5])[CH3:2].